Predict which catalyst facilitates the given reaction. From a dataset of Catalyst prediction with 721,799 reactions and 888 catalyst types from USPTO. Reactant: [CH3:1][O:2][C:3]1[CH:4]=[C:5]([CH:21]=[CH:22][C:23]=1[N+:24]([O-])=O)[C:6]([N:8]1[CH2:13][CH2:12][N:11]([C:14]([O:16][C:17]([CH3:20])([CH3:19])[CH3:18])=[O:15])[CH2:10][CH2:9]1)=[O:7]. Product: [NH2:24][C:23]1[CH:22]=[CH:21][C:5]([C:6]([N:8]2[CH2:13][CH2:12][N:11]([C:14]([O:16][C:17]([CH3:18])([CH3:19])[CH3:20])=[O:15])[CH2:10][CH2:9]2)=[O:7])=[CH:4][C:3]=1[O:2][CH3:1]. The catalyst class is: 94.